This data is from Full USPTO retrosynthesis dataset with 1.9M reactions from patents (1976-2016). The task is: Predict the reactants needed to synthesize the given product. (1) Given the product [CH:1]([O:4][C:5]([N:7]1[CH2:12][CH2:11][CH:10]([O:13][N:14]=[C:15]2[CH2:20][CH2:19][N:18]([C:21]3[CH:26]=[C:25]([F:27])[C:24]([CH2:28][C:29]([OH:31])=[O:30])=[CH:23][C:22]=3[F:36])[CH2:17][CH2:16]2)[CH2:9][CH2:8]1)=[O:6])([CH3:3])[CH3:2], predict the reactants needed to synthesize it. The reactants are: [CH:1]([O:4][C:5]([N:7]1[CH2:12][CH2:11][CH:10]([O:13][N:14]=[C:15]2[CH2:20][CH2:19][N:18]([C:21]3[CH:26]=[C:25]([F:27])[C:24]([CH2:28][C:29]([O:31]C(C)(C)C)=[O:30])=[CH:23][C:22]=3[F:36])[CH2:17][CH2:16]2)[CH2:9][CH2:8]1)=[O:6])([CH3:3])[CH3:2].C(O)(C(F)(F)F)=O. (2) Given the product [CH3:1][C:2]1[CH:6]=[C:5]([CH2:7][C:8]([O:10][CH3:15])=[O:9])[O:4][N:3]=1, predict the reactants needed to synthesize it. The reactants are: [CH3:1][C:2]1[CH:6]=[C:5]([CH2:7][C:8]([OH:10])=[O:9])[O:4][N:3]=1.O=S(Cl)Cl.[CH3:15]O.